From a dataset of Full USPTO retrosynthesis dataset with 1.9M reactions from patents (1976-2016). Predict the reactants needed to synthesize the given product. (1) Given the product [N:28]1([C:25]2[CH:26]=[CH:27][C:22]([C:19]3[CH:20]=[C:21]4[C:13]([C:11]5[CH:10]=[N:9][N:8]([CH2:7][C:3]6[CH:2]=[N:1][CH:6]=[CH:5][CH:4]=6)[CH:12]=5)=[CH:14][NH:15][C:16]4=[N:17][CH:18]=3)=[CH:23][CH:24]=2)[CH2:29][CH2:30][NH:31][CH2:32][CH2:33]1, predict the reactants needed to synthesize it. The reactants are: [N:1]1[CH:6]=[CH:5][CH:4]=[C:3]([CH2:7][N:8]2[CH:12]=[C:11]([C:13]3[C:21]4[C:16](=[N:17][CH:18]=[C:19]([C:22]5[CH:27]=[CH:26][C:25]([N:28]6[CH2:33][CH2:32][N:31](C(OC(C)(C)C)=O)[CH2:30][CH2:29]6)=[CH:24][CH:23]=5)[CH:20]=4)[NH:15][CH:14]=3)[CH:10]=[N:9]2)[CH:2]=1.Cl. (2) Given the product [CH3:41][C:36]1[C:35]([C:19]2[CH:20]=[CH:21][CH:22]=[C:23]3[C:18]=2[CH2:17][CH2:16][C@H:15]3[O:14][C:12]2[CH:11]=[CH:10][C:9]3[C@H:5]([CH2:4][C:3]([OH:2])=[O:33])[CH2:6][O:7][C:8]=3[CH:13]=2)=[C:39]([CH3:40])[O:38][N:37]=1, predict the reactants needed to synthesize it. The reactants are: C[O:2][C:3](=[O:33])[CH2:4][C@H:5]1[C:9]2[CH:10]=[CH:11][C:12]([O:14][C@H:15]3[C:23]4[C:18](=[C:19](B5OC(C)(C)C(C)(C)O5)[CH:20]=[CH:21][CH:22]=4)[CH2:17][CH2:16]3)=[CH:13][C:8]=2[O:7][CH2:6]1.I[C:35]1[C:36]([CH3:41])=[N:37][O:38][C:39]=1[CH3:40]. (3) Given the product [C:8]([O:7][C@@H:5]([CH3:6])[C@H:2]([NH:1][C:15]1[C:16]([F:20])=[CH:17][N:18]=[C:13]([F:12])[N:14]=1)[CH2:3][OH:4])([CH3:10])([CH3:9])[CH3:11], predict the reactants needed to synthesize it. The reactants are: [NH2:1][C@@H:2]([C@@H:5]([O:7][C:8]([CH3:11])([CH3:10])[CH3:9])[CH3:6])[CH2:3][OH:4].[F:12][C:13]1[N:18]=[C:17](F)[C:16]([F:20])=[CH:15][N:14]=1.CCN(C(C)C)C(C)C. (4) Given the product [CH3:1][S:2]([C:5]1[CH:6]=[CH:7][C:8]([C@@H:11]([OH:21])[C@H:12]([NH:15][C:16]([CH:18]([Cl:20])[Cl:19])=[O:17])[CH2:13][F:14])=[CH:9][CH:10]=1)(=[O:4])=[O:3].[CH3:46][C:47]1[C:52]([NH:53][C:54]2[N:59]=[CH:58][CH:57]=[CH:56][C:55]=2[C:60]([OH:62])=[O:61])=[CH:51][CH:50]=[CH:49][C:48]=1[C:63]([F:65])([F:64])[F:66], predict the reactants needed to synthesize it. The reactants are: [CH3:1][S:2]([C:5]1[CH:6]=[CH:7][C:8]([C@@H:11]([OH:21])[C@H:12]([NH:15][C:16]([CH:18]([Cl:20])[Cl:19])=[O:17])[CH2:13][F:14])=[CH:9][CH:10]=1)(=[O:4])=[O:3].COC(C1C=CC(O)=CC=1)=O.OC1C=CC(C(OCCC)=O)=CC=1.[CH3:46][C:47]1[C:52]([NH:53][C:54]2[N:59]=[CH:58][CH:57]=[CH:56][C:55]=2[C:60]([OH:62])=[O:61])=[CH:51][CH:50]=[CH:49][C:48]=1[C:63]([F:66])([F:65])[F:64].CNC[C@H](O)[C@@H](O)[C@H](O)[C@H](O)CO. (5) Given the product [CH:1]1([N:6]2[CH2:12][C:11]([F:13])([F:14])[C:10](=[O:15])[N:9]([CH3:16])[C:8]3[CH:17]=[N:18][C:19]([NH:21][C:22]4[CH:30]=[CH:29][C:25]([C:26]([NH:44][CH:52]([CH3:47])[CH3:51])=[O:27])=[CH:24][C:23]=4[O:31][CH3:32])=[N:20][C:7]2=3)[CH2:2][CH2:3][CH2:4][CH2:5]1, predict the reactants needed to synthesize it. The reactants are: [CH:1]1([N:6]2[CH2:12][C:11]([F:14])([F:13])[C:10](=[O:15])[N:9]([CH3:16])[C:8]3[CH:17]=[N:18][C:19]([NH:21][C:22]4[CH:30]=[CH:29][C:25]([C:26](O)=[O:27])=[CH:24][C:23]=4[O:31][CH3:32])=[N:20][C:7]2=3)[CH2:5][CH2:4][CH2:3][CH2:2]1.F[P-](F)(F)(F)(F)F.CN(C(N(C)C)=[N+:44]1[C:52]2[C:47](=NC=C[CH:51]=2)[N+]([O-])=N1)C.C(N(C(C)C)C(C)C)C.C(N)(C)C. (6) Given the product [Cl:7][C:8]1[CH:13]=[CH:12][CH:11]=[CH:10][C:9]=1[CH:14]1[CH2:15][CH:16]1[CH:19]1[CH2:21][CH2:20]1, predict the reactants needed to synthesize it. The reactants are: C(=O)([O-])[O-].[K+].[K+].[Cl:7][C:8]1[CH:13]=[CH:12][CH:11]=[CH:10][C:9]=1[CH:14]1NN=[C:16]([CH:19]2[CH2:21][CH2:20]2)[CH2:15]1. (7) Given the product [CH3:35][O:34][C:30]1[C:26]2[CH2:27][C@@H:28]3[C@@H:23]([CH2:24][C:25]=2[CH:33]=[CH:32][CH:31]=1)[N:22]([CH3:36])[CH2:21][C@H:20]([C:18]([OH:19])=[O:17])[CH2:29]3, predict the reactants needed to synthesize it. The reactants are: C12(CS(O)(=O)=O)C(C)(C)C(CC1)CC2=O.C[O:17][C:18]([C@@H:20]1[CH2:29][C@H:28]2[C@@H:23]([CH2:24][C:25]3[CH:33]=[CH:32][CH:31]=[C:30]([O:34][CH3:35])[C:26]=3[CH2:27]2)[N:22]([CH3:36])[CH2:21]1)=[O:19].C(O)(C)C.[OH-].[Na+].S(=O)(=O)(O)O.